Dataset: Reaction yield outcomes from USPTO patents with 853,638 reactions. Task: Predict the reaction yield, written as a fraction of the theoretical maximum amount of product (1.0 means a 100% yield; for example, 0.34 means a 34% yield). (1) The reactants are FC(F)(F)[C:3]([C:5]1[C:13]2[C:8](=[CH:9][C:10]([CH3:14])=[CH:11][CH:12]=2)[N:7]([CH:15]([CH3:17])[CH3:16])[CH:6]=1)=[O:4].[OH-:20].[Na+]. No catalyst specified. The product is [CH:15]([N:7]1[C:8]2[C:13](=[CH:12][CH:11]=[C:10]([CH3:14])[CH:9]=2)[C:5]([C:3]([OH:4])=[O:20])=[CH:6]1)([CH3:17])[CH3:16]. The yield is 0.980. (2) The reactants are [N:1]1([C:6]2[CH:12]=[CH:11][C:9]([NH2:10])=[CH:8][CH:7]=2)[CH:5]=[CH:4][N:3]=[CH:2]1.[Cl:13][C:14]1[N:19]=[C:18](Cl)[N:17]=[C:16]([O:21][CH3:22])[N:15]=1. The catalyst is C(N(CC)CC)C. The product is [Cl:13][C:14]1[N:15]=[C:16]([O:21][CH3:22])[N:17]=[C:18]([NH:10][C:9]2[CH:11]=[CH:12][C:6]([N:1]3[CH:5]=[CH:4][N:3]=[CH:2]3)=[CH:7][CH:8]=2)[N:19]=1. The yield is 0.840.